From a dataset of NCI-60 drug combinations with 297,098 pairs across 59 cell lines. Regression. Given two drug SMILES strings and cell line genomic features, predict the synergy score measuring deviation from expected non-interaction effect. (1) Drug 1: C1C(C(OC1N2C=NC3=C(N=C(N=C32)Cl)N)CO)O. Drug 2: CCCCC(=O)OCC(=O)C1(CC(C2=C(C1)C(=C3C(=C2O)C(=O)C4=C(C3=O)C=CC=C4OC)O)OC5CC(C(C(O5)C)O)NC(=O)C(F)(F)F)O. Cell line: SN12C. Synergy scores: CSS=42.5, Synergy_ZIP=0.848, Synergy_Bliss=1.76, Synergy_Loewe=-4.30, Synergy_HSA=2.95. (2) Drug 2: CC1=C(N=C(N=C1N)C(CC(=O)N)NCC(C(=O)N)N)C(=O)NC(C(C2=CN=CN2)OC3C(C(C(C(O3)CO)O)O)OC4C(C(C(C(O4)CO)O)OC(=O)N)O)C(=O)NC(C)C(C(C)C(=O)NC(C(C)O)C(=O)NCCC5=NC(=CS5)C6=NC(=CS6)C(=O)NCCC[S+](C)C)O. Synergy scores: CSS=2.04, Synergy_ZIP=2.20, Synergy_Bliss=6.04, Synergy_Loewe=1.37, Synergy_HSA=2.32. Cell line: MCF7. Drug 1: CN(C)C1=NC(=NC(=N1)N(C)C)N(C)C. (3) Drug 1: CC=C1C(=O)NC(C(=O)OC2CC(=O)NC(C(=O)NC(CSSCCC=C2)C(=O)N1)C(C)C)C(C)C. Drug 2: COCCOC1=C(C=C2C(=C1)C(=NC=N2)NC3=CC=CC(=C3)C#C)OCCOC.Cl. Cell line: HCT116. Synergy scores: CSS=27.3, Synergy_ZIP=3.14, Synergy_Bliss=6.90, Synergy_Loewe=-49.4, Synergy_HSA=2.31. (4) Drug 1: CC(C)(C#N)C1=CC(=CC(=C1)CN2C=NC=N2)C(C)(C)C#N. Drug 2: COC1=C2C(=CC3=C1OC=C3)C=CC(=O)O2. Cell line: TK-10. Synergy scores: CSS=0.944, Synergy_ZIP=-0.120, Synergy_Bliss=-1.37, Synergy_Loewe=-0.924, Synergy_HSA=-1.78. (5) Drug 1: CC1CC2C3CCC4=CC(=O)C=CC4(C3(C(CC2(C1(C(=O)CO)O)C)O)F)C. Drug 2: C1CC(C1)(C2=CC=C(C=C2)C3=C(C=C4C(=N3)C=CN5C4=NNC5=O)C6=CC=CC=C6)N. Cell line: OVCAR3. Synergy scores: CSS=53.8, Synergy_ZIP=6.63, Synergy_Bliss=7.15, Synergy_Loewe=-16.4, Synergy_HSA=5.88. (6) Drug 1: CC1=C2C(C(=O)C3(C(CC4C(C3C(C(C2(C)C)(CC1OC(=O)C(C(C5=CC=CC=C5)NC(=O)C6=CC=CC=C6)O)O)OC(=O)C7=CC=CC=C7)(CO4)OC(=O)C)O)C)OC(=O)C. Drug 2: C1=NC(=NC(=O)N1C2C(C(C(O2)CO)O)O)N. Cell line: HS 578T. Synergy scores: CSS=13.2, Synergy_ZIP=-4.23, Synergy_Bliss=3.00, Synergy_Loewe=-5.51, Synergy_HSA=2.60. (7) Synergy scores: CSS=57.8, Synergy_ZIP=-6.44, Synergy_Bliss=-11.2, Synergy_Loewe=-10.5, Synergy_HSA=-9.00. Drug 1: CC1C(C(CC(O1)OC2CC(CC3=C2C(=C4C(=C3O)C(=O)C5=C(C4=O)C(=CC=C5)OC)O)(C(=O)C)O)N)O.Cl. Cell line: MOLT-4. Drug 2: CN(C)N=NC1=C(NC=N1)C(=O)N. (8) Drug 1: CC1CCC2CC(C(=CC=CC=CC(CC(C(=O)C(C(C(=CC(C(=O)CC(OC(=O)C3CCCCN3C(=O)C(=O)C1(O2)O)C(C)CC4CCC(C(C4)OC)O)C)C)O)OC)C)C)C)OC. Drug 2: CC1=C(C(=CC=C1)Cl)NC(=O)C2=CN=C(S2)NC3=CC(=NC(=N3)C)N4CCN(CC4)CCO. Cell line: EKVX. Synergy scores: CSS=6.91, Synergy_ZIP=0.430, Synergy_Bliss=1.58, Synergy_Loewe=-0.202, Synergy_HSA=1.59.